This data is from Catalyst prediction with 721,799 reactions and 888 catalyst types from USPTO. The task is: Predict which catalyst facilitates the given reaction. (1) Reactant: C(OC(=O)[NH:7][CH2:8][CH2:9][NH:10][C:11](=[O:35])[CH2:12][C@@H:13]([NH:15][C@@H:16]([C:19]1[CH:24]=[CH:23][C:22]([Cl:25])=[C:21]([C:26](=[O:33])[C:27]2[CH:32]=[CH:31][CH:30]=[CH:29][CH:28]=2)[C:20]=1[F:34])[CH2:17][CH3:18])[CH3:14])(C)(C)C.Cl.C(OCC)C. Product: [NH2:7][CH2:8][CH2:9][NH:10][C:11](=[O:35])[CH2:12][C@H:13]([NH:15][C@@H:16]([C:19]1[CH:24]=[CH:23][C:22]([Cl:25])=[C:21]([C:26](=[O:33])[C:27]2[CH:32]=[CH:31][CH:30]=[CH:29][CH:28]=2)[C:20]=1[F:34])[CH2:17][CH3:18])[CH3:14]. The catalyst class is: 13. (2) Reactant: CON(C)[C:4]([C@@H:6]1[C@@H:10]([C:11]2[CH:16]=[CH:15][C:14]([Cl:17])=[C:13]([Cl:18])[CH:12]=2)[CH2:9][N:8]([CH2:19][C:20]2[CH:25]=[CH:24][CH:23]=[CH:22][CH:21]=2)[CH2:7]1)=[O:5].[H-].[Al+3].[Li+].[H-].[H-].[H-]. Product: [CH2:19]([N:8]1[CH2:9][C@H:10]([C:11]2[CH:16]=[CH:15][C:14]([Cl:17])=[C:13]([Cl:18])[CH:12]=2)[C@@H:6]([CH:4]=[O:5])[CH2:7]1)[C:20]1[CH:21]=[CH:22][CH:23]=[CH:24][CH:25]=1. The catalyst class is: 1. (3) Reactant: [CH2:1]([C@H:8]([NH:21][C:22]([C@@H:24]([NH:34][C:35]([C@@H:37]([NH:39][C:40]([C:42]1[N:50]([CH3:51])[C:49]2[C:44](=[N:45][CH:46]=[CH:47][CH:48]=2)[CH:43]=1)=[O:41])[CH3:38])=[O:36])[CH2:25][C:26]1[CH:31]=[CH:30][C:29]([O:32][CH3:33])=[CH:28][CH:27]=1)=[O:23])[CH:9]([C:11](=[O:20])[NH:12][CH2:13][C:14]1[CH:19]=[CH:18][CH:17]=[CH:16][CH:15]=1)[OH:10])[C:2]1[CH:7]=[CH:6][CH:5]=[CH:4][CH:3]=1.CC(OI1(OC(C)=O)(OC(C)=O)OC(=O)C2C=CC=CC1=2)=O. Product: [CH2:1]([C@H:8]([NH:21][C:22]([C@@H:24]([NH:34][C:35]([C@@H:37]([NH:39][C:40]([C:42]1[N:50]([CH3:51])[C:49]2[C:44](=[N:45][CH:46]=[CH:47][CH:48]=2)[CH:43]=1)=[O:41])[CH3:38])=[O:36])[CH2:25][C:26]1[CH:31]=[CH:30][C:29]([O:32][CH3:33])=[CH:28][CH:27]=1)=[O:23])[C:9]([C:11](=[O:20])[NH:12][CH2:13][C:14]1[CH:15]=[CH:16][CH:17]=[CH:18][CH:19]=1)=[O:10])[C:2]1[CH:7]=[CH:6][CH:5]=[CH:4][CH:3]=1. The catalyst class is: 4. (4) Reactant: C([O:3][C:4]([C:6]1[C:7]2[CH2:8][C@H:9]3[CH2:21][C@H:10]3[C:11]=2[N:12]([C:14]2[CH:19]=[N:18][C:17](Br)=[CH:16][N:15]=2)[N:13]=1)=[O:5])C.[CH3:22][O-:23].[Na+].O.Cl. Product: [CH3:22][O:23][C:17]1[N:18]=[CH:19][C:14]([N:12]2[C:11]3[C@@H:10]4[CH2:21][C@@H:9]4[CH2:8][C:7]=3[C:6]([C:4]([OH:3])=[O:5])=[N:13]2)=[N:15][CH:16]=1. The catalyst class is: 5. (5) Reactant: [CH3:1][NH:2][C@@H:3]([C:10]1[CH:15]=[CH:14][CH:13]=[CH:12][CH:11]=1)[CH2:4][N:5]1[CH2:9][CH2:8][CH2:7][CH2:6]1.[CH3:16][O:17][CH:18]([C:22]1[CH:27]=[CH:26][CH:25]=[CH:24][CH:23]=1)[C:19]([OH:21])=O.C(N(CC)C(C)C)(C)C.F[B-](F)(F)F.N1(OC(N(C)C)=[N+](C)C)C2C=CC=CC=2N=N1.[ClH:59]. Product: [ClH:59].[CH3:16][O:17][CH:18]([C:22]1[CH:27]=[CH:26][CH:25]=[CH:24][CH:23]=1)[C:19]([N:2]([CH3:1])[C@@H:3]([C:10]1[CH:15]=[CH:14][CH:13]=[CH:12][CH:11]=1)[CH2:4][N:5]1[CH2:6][CH2:7][CH2:8][CH2:9]1)=[O:21]. The catalyst class is: 10. (6) Reactant: [F:1][C:2]([F:32])([F:31])[C:3]1[CH:8]=[CH:7][C:6]([C:9]2[C:10]([C:15]([NH:17][C:18]3[CH:27]=[C:26]4[C:21]([CH:22]=[C:23]([C:28]([OH:30])=O)[CH:24]=[N:25]4)=[CH:20][CH:19]=3)=[O:16])=[CH:11][CH:12]=[CH:13][CH:14]=2)=[CH:5][CH:4]=1.Cl.[N:34]1[CH:39]=[CH:38][CH:37]=[CH:36][C:35]=1[C@H:40]([NH2:43])[CH2:41][CH3:42].Cl.CN(C)CCCN=C=NCC.ON1C2C=CC=CC=2N=N1.C(N(CC)CC)C. Product: [N:34]1[CH:39]=[CH:38][CH:37]=[CH:36][C:35]=1[C@H:40]([NH:43][C:28]([C:23]1[CH:24]=[N:25][C:26]2[C:21]([CH:22]=1)=[CH:20][CH:19]=[C:18]([NH:17][C:15]([C:10]1[C:9]([C:6]3[CH:5]=[CH:4][C:3]([C:2]([F:1])([F:31])[F:32])=[CH:8][CH:7]=3)=[CH:14][CH:13]=[CH:12][CH:11]=1)=[O:16])[CH:27]=2)=[O:30])[CH2:41][CH3:42]. The catalyst class is: 4. (7) Reactant: [CH2:1]([C:3]1[CH:8]=[CH:7][N:6]=[C:5]([NH2:9])[C:4]=1[C:10]1[CH:15]=[CH:14][C:13]([O:16][CH3:17])=[CH:12][CH:11]=1)[CH3:2].O1CCCC1.C1C(=O)N([Br:30])C(=O)C1. Product: [Br:30][C:8]1[C:3]([CH2:1][CH3:2])=[C:4]([C:10]2[CH:15]=[CH:14][C:13]([O:16][CH3:17])=[CH:12][CH:11]=2)[C:5]([NH2:9])=[N:6][CH:7]=1. The catalyst class is: 161.